Task: Regression. Given two drug SMILES strings and cell line genomic features, predict the synergy score measuring deviation from expected non-interaction effect.. Dataset: NCI-60 drug combinations with 297,098 pairs across 59 cell lines (1) Drug 1: CC1OCC2C(O1)C(C(C(O2)OC3C4COC(=O)C4C(C5=CC6=C(C=C35)OCO6)C7=CC(=C(C(=C7)OC)O)OC)O)O. Drug 2: CCN(CC)CCNC(=O)C1=C(NC(=C1C)C=C2C3=C(C=CC(=C3)F)NC2=O)C. Cell line: BT-549. Synergy scores: CSS=17.6, Synergy_ZIP=-5.96, Synergy_Bliss=0.421, Synergy_Loewe=-7.70, Synergy_HSA=-2.63. (2) Drug 1: CC1=CC=C(C=C1)C2=CC(=NN2C3=CC=C(C=C3)S(=O)(=O)N)C(F)(F)F. Drug 2: CC(C)CN1C=NC2=C1C3=CC=CC=C3N=C2N. Synergy scores: CSS=-2.74, Synergy_ZIP=2.39, Synergy_Bliss=0.657, Synergy_Loewe=-1.34, Synergy_HSA=-3.31. Cell line: SW-620. (3) Drug 1: CC1C(C(CC(O1)OC2CC(CC3=C2C(=C4C(=C3O)C(=O)C5=C(C4=O)C(=CC=C5)OC)O)(C(=O)C)O)N)O.Cl. Cell line: A498. Drug 2: CCC1(CC2CC(C3=C(CCN(C2)C1)C4=CC=CC=C4N3)(C5=C(C=C6C(=C5)C78CCN9C7C(C=CC9)(C(C(C8N6C=O)(C(=O)OC)O)OC(=O)C)CC)OC)C(=O)OC)O.OS(=O)(=O)O. Synergy scores: CSS=6.06, Synergy_ZIP=-2.09, Synergy_Bliss=8.74, Synergy_Loewe=3.49, Synergy_HSA=4.74. (4) Drug 1: CC1C(C(=O)NC(C(=O)N2CCCC2C(=O)N(CC(=O)N(C(C(=O)O1)C(C)C)C)C)C(C)C)NC(=O)C3=C4C(=C(C=C3)C)OC5=C(C(=O)C(=C(C5=N4)C(=O)NC6C(OC(=O)C(N(C(=O)CN(C(=O)C7CCCN7C(=O)C(NC6=O)C(C)C)C)C)C(C)C)C)N)C. Drug 2: C1=NC(=NC(=O)N1C2C(C(C(O2)CO)O)O)N. Cell line: TK-10. Synergy scores: CSS=14.1, Synergy_ZIP=-7.57, Synergy_Bliss=2.48, Synergy_Loewe=-32.8, Synergy_HSA=-5.38. (5) Drug 1: CCC1(CC2CC(C3=C(CCN(C2)C1)C4=CC=CC=C4N3)(C5=C(C=C6C(=C5)C78CCN9C7C(C=CC9)(C(C(C8N6C)(C(=O)OC)O)OC(=O)C)CC)OC)C(=O)OC)O.OS(=O)(=O)O. Drug 2: CN(CCCl)CCCl.Cl. Cell line: NCI-H522. Synergy scores: CSS=21.4, Synergy_ZIP=-1.60, Synergy_Bliss=-3.32, Synergy_Loewe=0.265, Synergy_HSA=-0.378. (6) Drug 1: CN1C(=O)N2C=NC(=C2N=N1)C(=O)N. Drug 2: CN1C2=C(C=C(C=C2)N(CCCl)CCCl)N=C1CCCC(=O)O.Cl. Cell line: SW-620. Synergy scores: CSS=4.89, Synergy_ZIP=-0.928, Synergy_Bliss=2.05, Synergy_Loewe=0.391, Synergy_HSA=0.977. (7) Drug 1: C1CCC(CC1)NC(=O)N(CCCl)N=O. Drug 2: CC1CCC2CC(C(=CC=CC=CC(CC(C(=O)C(C(C(=CC(C(=O)CC(OC(=O)C3CCCCN3C(=O)C(=O)C1(O2)O)C(C)CC4CCC(C(C4)OC)O)C)C)O)OC)C)C)C)OC. Cell line: CCRF-CEM. Synergy scores: CSS=37.1, Synergy_ZIP=-11.0, Synergy_Bliss=-7.28, Synergy_Loewe=-6.88, Synergy_HSA=-4.09. (8) Drug 1: C1CCC(C1)C(CC#N)N2C=C(C=N2)C3=C4C=CNC4=NC=N3. Drug 2: CC=C1C(=O)NC(C(=O)OC2CC(=O)NC(C(=O)NC(CSSCCC=C2)C(=O)N1)C(C)C)C(C)C. Cell line: NCI-H226. Synergy scores: CSS=48.1, Synergy_ZIP=0.261, Synergy_Bliss=-3.90, Synergy_Loewe=-71.4, Synergy_HSA=-3.07.